Dataset: Forward reaction prediction with 1.9M reactions from USPTO patents (1976-2016). Task: Predict the product of the given reaction. (1) The product is: [Cl:1][C:2]1[CH:3]=[CH:4][C:5]([CH:8]([C:24]2[CH:25]=[CH:26][CH:27]=[CH:28][CH:29]=2)[N:9]2[CH2:10][CH2:11][NH:12][CH2:13][CH2:14]2)=[CH:6][CH:7]=1. Given the reactants [Cl:1][C:2]1[CH:7]=[CH:6][C:5]([CH:8]([C:24]2[CH:29]=[CH:28][CH:27]=[CH:26][CH:25]=2)[N:9]2[CH2:14][CH2:13][N:12](CC3C=CC(OC)=CC=3)[CH2:11][CH2:10]2)=[CH:4][CH:3]=1.ClC(OC(Cl)C)=O.Cl, predict the reaction product. (2) Given the reactants Cl.[NH2:2][C:3]1[C:4]([CH3:30])=[C:5]2[C:10]([NH:11][C:12]3[CH:17]=[CH:16][C:15]([O:18][C:19]4[CH:24]=[CH:23][CH:22]=[CH:21][C:20]=4[O:25][CH3:26])=[CH:14][CH:13]=3)=[C:9]([C:27]#[N:28])[CH:8]=[N:7][N:6]2[CH:29]=1.[C:31]([NH:34][C:35]1[CH:36]=[C:37]([CH:41]=[CH:42][CH:43]=1)[C:38](O)=[O:39])(=[O:33])[CH3:32].C1CN([P+](Br)(N2CCCC2)N2CCCC2)CC1.F[P-](F)(F)(F)(F)F.CCN(C(C)C)C(C)C, predict the reaction product. The product is: [C:31]([NH:34][C:35]1[CH:36]=[C:37]([CH:41]=[CH:42][CH:43]=1)[C:38]([NH:2][C:3]1[C:4]([CH3:30])=[C:5]2[C:10]([NH:11][C:12]3[CH:13]=[CH:14][C:15]([O:18][C:19]4[CH:24]=[CH:23][CH:22]=[CH:21][C:20]=4[O:25][CH3:26])=[CH:16][CH:17]=3)=[C:9]([C:27]#[N:28])[CH:8]=[N:7][N:6]2[CH:29]=1)=[O:39])(=[O:33])[CH3:32]. (3) The product is: [CH3:14][C:3]1[C:2]([B:26]([OH:31])[OH:27])=[C:7]([CH3:8])[N:6]=[C:5]([N:9]2[CH2:13][CH2:12][CH2:11][CH2:10]2)[N:4]=1. Given the reactants Br[C:2]1[C:3]([CH3:14])=[N:4][C:5]([N:9]2[CH2:13][CH2:12][CH2:11][CH2:10]2)=[N:6][C:7]=1[CH3:8].CCCCCC.C([Li])CCC.[B:26](OC(C)C)([O:31]C(C)C)[O:27]C(C)C.[Cl-].[NH4+], predict the reaction product. (4) Given the reactants Br[C:2]1[CH:7]=[CH:6][C:5](/[CH:8]=[CH:9]/[C:10]2[NH:11][CH:12]=[C:13]([C:15]3[CH:20]=[CH:19][C:18]([Cl:21])=[CH:17][C:16]=3[Cl:22])[N:14]=2)=[CH:4][CH:3]=1.[CH2:23]([O:27][C:28]1[CH:33]=[CH:32][C:31](B(O)O)=[CH:30][CH:29]=1)[CH2:24][CH2:25][CH3:26], predict the reaction product. The product is: [CH2:23]([O:27][C:28]1[CH:33]=[CH:32][C:31]([C:2]2[CH:7]=[CH:6][C:5](/[CH:8]=[CH:9]/[C:10]3[NH:11][CH:12]=[C:13]([C:15]4[CH:20]=[CH:19][C:18]([Cl:21])=[CH:17][C:16]=4[Cl:22])[N:14]=3)=[CH:4][CH:3]=2)=[CH:30][CH:29]=1)[CH2:24][CH2:25][CH3:26]. (5) Given the reactants [CH3:1][C:2]1[N:6]=[C:5]([CH3:7])[N:4]([C:8]2[N:13]=[C:12]([C:14]([F:17])([F:16])[F:15])[N:11]=[C:10]([C@@H:18]3[CH2:20][C@H:19]3[CH2:21][OH:22])[CH:9]=2)[N:3]=1.CC(OI1(OC(C)=O)(OC(C)=O)OC(=O)C2C=CC=CC1=2)=O, predict the reaction product. The product is: [CH3:1][C:2]1[N:6]=[C:5]([CH3:7])[N:4]([C:8]2[N:13]=[C:12]([C:14]([F:17])([F:16])[F:15])[N:11]=[C:10]([C@@H:18]3[CH2:20][C@H:19]3[CH:21]=[O:22])[CH:9]=2)[N:3]=1. (6) Given the reactants Cl[C:2]1[C:7]([C:8]2[CH:9]=[C:10]3[C:14](=[CH:15][CH:16]=2)[N:13]([CH2:17][O:18][CH2:19][CH2:20][Si:21]([CH3:24])([CH3:23])[CH3:22])[N:12]=[CH:11]3)=[CH:6][CH:5]=[CH:4][N:3]=1.Br[C:26]1[N:31]=[C:30]([CH3:32])[C:29]([F:33])=[CH:28][CH:27]=1, predict the reaction product. The product is: [F:33][C:29]1[CH:28]=[CH:27][C:26]([C:2]2[C:7]([C:8]3[CH:9]=[C:10]4[C:14](=[CH:15][CH:16]=3)[N:13]([CH2:17][O:18][CH2:19][CH2:20][Si:21]([CH3:24])([CH3:23])[CH3:22])[N:12]=[CH:11]4)=[CH:6][CH:5]=[CH:4][N:3]=2)=[N:31][C:30]=1[CH3:32]. (7) Given the reactants [F-].C([N+](CCCC)(CCCC)CCCC)CCC.[F:19][C:20]1[C:25]([O:26][C:27]2[CH:32]=[CH:31][CH:30]=[CH:29][CH:28]=2)=[C:24]([F:33])[CH:23]=[CH:22][C:21]=1/[CH:34]=[N:35]/S(C(C)(C)C)=O.[N+:42]([CH3:45])([O-:44])=[O:43], predict the reaction product. The product is: [F:19][C:20]1[C:25]([O:26][C:27]2[CH:28]=[CH:29][CH:30]=[CH:31][CH:32]=2)=[C:24]([F:33])[CH:23]=[CH:22][C:21]=1[CH:34]([NH2:35])[CH2:45][N+:42]([O-:44])=[O:43].